From a dataset of Peptide-MHC class II binding affinity with 134,281 pairs from IEDB. Regression. Given a peptide amino acid sequence and an MHC pseudo amino acid sequence, predict their binding affinity value. This is MHC class II binding data. (1) The peptide sequence is AHGETVSAVAELIGD. The MHC is HLA-DQA10102-DQB10602 with pseudo-sequence HLA-DQA10102-DQB10602. The binding affinity (normalized) is 0.365. (2) The peptide sequence is SLLWNGPMAVSMTGVK. The MHC is HLA-DQA10103-DQB10603 with pseudo-sequence HLA-DQA10103-DQB10603. The binding affinity (normalized) is 0. (3) The peptide sequence is YFKGNFERLAITKGK. The MHC is HLA-DPA10201-DPB10501 with pseudo-sequence HLA-DPA10201-DPB10501. The binding affinity (normalized) is 0.469. (4) The peptide sequence is RLKGKSCDDWLGGSV. The MHC is DRB1_0301 with pseudo-sequence DRB1_0301. The binding affinity (normalized) is 0.211. (5) The peptide sequence is GELQPVDKIDAAFKI. The MHC is DRB1_1101 with pseudo-sequence DRB1_1101. The binding affinity (normalized) is 0.446. (6) The peptide sequence is WQSGSGGVWREMHHL. The MHC is DRB3_0101 with pseudo-sequence DRB3_0101. The binding affinity (normalized) is 0.172. (7) The peptide sequence is IGPEAAEAAAAAPAA. The MHC is DRB5_0101 with pseudo-sequence DRB5_0101. The binding affinity (normalized) is 0.247. (8) The peptide sequence is KSSKPLVGPFNFRFM. The MHC is DRB4_0101 with pseudo-sequence DRB4_0103. The binding affinity (normalized) is 0.157.